From a dataset of Catalyst prediction with 721,799 reactions and 888 catalyst types from USPTO. Predict which catalyst facilitates the given reaction. (1) Product: [C:10]([O:14][C:15]([NH:17][CH2:18][C:19]([NH:2][CH2:3][CH2:4][C:5]([O:7][CH2:8][CH3:9])=[O:6])=[O:20])=[O:16])([CH3:13])([CH3:12])[CH3:11]. The catalyst class is: 542. Reactant: Cl.[NH2:2][CH2:3][CH2:4][C:5]([O:7][CH2:8][CH3:9])=[O:6].[C:10]([O:14][C:15]([NH:17][CH2:18][C:19](O)=[O:20])=[O:16])([CH3:13])([CH3:12])[CH3:11].O.ON1C2C=CC=CC=2N=N1.Cl.C(N=C=NCCCN(C)C)C. (2) Reactant: [I-].[CH3:2][N+:3]1[C:12]2[C:7](=[CH:8][CH:9]=[CH:10][CH:11]=2)[CH:6]=[CH:5][CH:4]=1.C(N(CC)CC)C.[Br-:20].[C:21]([CH2:24][CH2:25][CH2:26][CH2:27][N+:28]1[C:32]2[CH:33]=[CH:34][CH:35]=[CH:36][C:31]=2[S:30][C:29]=1[CH3:37])([OH:23])=[O:22].[Br-].CC1SC2C=CC=CC=2[NH+]=1. Product: [Br-:20].[CH3:2][N+:3]1[C:12]2[C:7](=[CH:8][CH:9]=[CH:10][CH:11]=2)[C:6]([CH:37]=[C:29]2[N:28]([CH2:27][CH2:26][CH2:25][CH2:24][C:21]([OH:23])=[O:22])[C:32]3[CH:33]=[CH:34][CH:35]=[CH:36][C:31]=3[S:30]2)=[CH:5][CH:4]=1. The catalyst class is: 2. (3) Reactant: [Br:1][C:2]1[CH:3]=[C:4]2[C:15](=[CH:16][CH:17]=1)[O:14][C:7]1[C:8]([F:13])=[N:9][C:10]([Cl:12])=[CH:11][C:6]=1[C:5]2=O.[CH3:19][Mg]Cl. Product: [Br:1][C:2]1[CH:3]=[C:4]2[C:15](=[CH:16][CH:17]=1)[O:14][C:7]1[C:8]([F:13])=[N:9][C:10]([Cl:12])=[CH:11][C:6]=1[C:5]2=[CH2:19]. The catalyst class is: 1. (4) Reactant: [F:1][C:2]([F:20])([F:19])[C:3]1[CH:4]=[C:5]([S:9]([CH:12]2[CH2:17][CH2:16][CH:15]([NH2:18])[CH2:14][CH2:13]2)(=[O:11])=[O:10])[CH:6]=[CH:7][CH:8]=1.CN(C(ON1N=NC2C=CC=NC1=2)=[N+](C)C)C.F[P-](F)(F)(F)(F)F.[F:45][C:46]1[CH:47]=[C:48]([CH:52]=[C:53]([O:55][CH3:56])[CH:54]=1)[C:49](O)=[O:50]. The catalyst class is: 2. Product: [F:45][C:46]1[CH:47]=[C:48]([CH:52]=[C:53]([O:55][CH3:56])[CH:54]=1)[C:49]([NH:18][CH:15]1[CH2:14][CH2:13][CH:12]([S:9]([C:5]2[CH:6]=[CH:7][CH:8]=[C:3]([C:2]([F:1])([F:19])[F:20])[CH:4]=2)(=[O:11])=[O:10])[CH2:17][CH2:16]1)=[O:50]. (5) Reactant: [Br:1][C:2]1[CH:9]=[CH:8][C:7]([OH:10])=[CH:6][C:3]=1[CH:4]=[O:5].[CH2:11](O)[CH2:12][OH:13].CC1C=CC(S(O)(=O)=O)=CC=1. Product: [Br:1][C:2]1[CH:9]=[CH:8][C:7]([OH:10])=[CH:6][C:3]=1[CH:4]1[O:13][CH2:12][CH2:11][O:5]1. The catalyst class is: 11. (6) Reactant: [CH2:1]([O:3][C:4]([C:6]1[C:7]([OH:25])=[N:8][N:9]([C:11]2[CH:16]=[C:15]([S:17][CH2:18][C:19]([F:22])([F:21])[F:20])[C:14]([CH3:23])=[CH:13][C:12]=2[F:24])[CH:10]=1)=[O:5])[CH3:2].C(N(CC)CC)C.[F:33][C:34]([O:38][C:39]([F:42])([F:41])[F:40])=[C:35]([F:37])[F:36].C(OCC)(=O)C. Product: [CH2:1]([O:3][C:4]([C:6]1[C:7]([O:25][C:35]([F:37])([F:36])[CH:34]([F:33])[O:38][C:39]([F:42])([F:41])[F:40])=[N:8][N:9]([C:11]2[CH:16]=[C:15]([S:17][CH2:18][C:19]([F:22])([F:21])[F:20])[C:14]([CH3:23])=[CH:13][C:12]=2[F:24])[CH:10]=1)=[O:5])[CH3:2]. The catalyst class is: 9. (7) Reactant: [Br:1][C:2]1[CH:10]=[CH:9][C:5]([C:6]([NH2:8])=O)=[C:4]([O:11][CH3:12])[CH:3]=1.N12CCCN=C1CCCCC2.P(Cl)(Cl)(OC1C=CC=CC=1)=O. Product: [Br:1][C:2]1[CH:10]=[CH:9][C:5]([C:6]#[N:8])=[C:4]([O:11][CH3:12])[CH:3]=1. The catalyst class is: 2. (8) Product: [CH2:1]([O:5][C:6](/[CH:8]=[CH:9]/[C:10]1[CH:11]=[CH:12][C:13](/[CH:16]=[CH:17]/[C:18]([OH:20])=[O:19])=[CH:14][CH:15]=1)=[O:7])[CH3:2]. Reactant: [C:1]([O:5][C:6](/[CH:8]=[CH:9]/[C:10]1[CH:15]=[CH:14][C:13](/[CH:16]=[CH:17]/[C:18]([O:20]CC)=[O:19])=[CH:12][CH:11]=1)=[O:7])(C)(C)[CH3:2].C(O)(C(F)(F)F)=O. The catalyst class is: 2.